Dataset: NCI-60 drug combinations with 297,098 pairs across 59 cell lines. Task: Regression. Given two drug SMILES strings and cell line genomic features, predict the synergy score measuring deviation from expected non-interaction effect. (1) Drug 1: CC1=C2C(C(=O)C3(C(CC4C(C3C(C(C2(C)C)(CC1OC(=O)C(C(C5=CC=CC=C5)NC(=O)OC(C)(C)C)O)O)OC(=O)C6=CC=CC=C6)(CO4)OC(=O)C)OC)C)OC. Drug 2: COC1=C(C=C2C(=C1)N=CN=C2NC3=CC(=C(C=C3)F)Cl)OCCCN4CCOCC4. Cell line: U251. Synergy scores: CSS=46.6, Synergy_ZIP=-1.03, Synergy_Bliss=-3.48, Synergy_Loewe=-1.31, Synergy_HSA=-0.217. (2) Drug 1: CC(C)(C1=NC(=CC=C1)N2C3=NC(=NC=C3C(=O)N2CC=C)NC4=CC=C(C=C4)N5CCN(CC5)C)O. Drug 2: COCCOC1=C(C=C2C(=C1)C(=NC=N2)NC3=CC=CC(=C3)C#C)OCCOC. Cell line: SW-620. Synergy scores: CSS=46.4, Synergy_ZIP=-0.179, Synergy_Bliss=1.72, Synergy_Loewe=-14.1, Synergy_HSA=2.54. (3) Drug 1: C1=CC(=C2C(=C1NCCNCCO)C(=O)C3=C(C=CC(=C3C2=O)O)O)NCCNCCO. Drug 2: CC1=CC2C(CCC3(C2CCC3(C(=O)C)OC(=O)C)C)C4(C1=CC(=O)CC4)C. Cell line: SNB-19. Synergy scores: CSS=54.5, Synergy_ZIP=13.1, Synergy_Bliss=9.07, Synergy_Loewe=-34.6, Synergy_HSA=4.38. (4) Drug 1: C1CCN(CC1)CCOC2=CC=C(C=C2)C(=O)C3=C(SC4=C3C=CC(=C4)O)C5=CC=C(C=C5)O. Drug 2: C1=CC(=CC=C1C#N)C(C2=CC=C(C=C2)C#N)N3C=NC=N3. Cell line: PC-3. Synergy scores: CSS=-0.190, Synergy_ZIP=2.20, Synergy_Bliss=3.48, Synergy_Loewe=1.96, Synergy_HSA=0.887. (5) Drug 2: C1CN(P(=O)(OC1)NCCCl)CCCl. Drug 1: C1C(C(OC1N2C=C(C(=O)NC2=O)F)CO)O. Cell line: EKVX. Synergy scores: CSS=7.82, Synergy_ZIP=-2.38, Synergy_Bliss=1.25, Synergy_Loewe=0.946, Synergy_HSA=2.24. (6) Drug 1: CC12CCC3C(C1CCC2O)C(CC4=C3C=CC(=C4)O)CCCCCCCCCS(=O)CCCC(C(F)(F)F)(F)F. Drug 2: C(CCl)NC(=O)N(CCCl)N=O. Cell line: DU-145. Synergy scores: CSS=-2.95, Synergy_ZIP=8.16, Synergy_Bliss=11.5, Synergy_Loewe=-0.618, Synergy_HSA=-0.619.